From a dataset of Forward reaction prediction with 1.9M reactions from USPTO patents (1976-2016). Predict the product of the given reaction. (1) Given the reactants [F:1][C:2]1[CH:7]=[CH:6][C:5]([NH:8][C:9]2[C:10]3[C:17]([CH3:18])=[C:16]([C:19](O)=[O:20])[S:15][C:11]=3[N:12]=[CH:13][N:14]=2)=[C:4]([O:22][C@@H:23]2[CH2:27][CH2:26][N:25]([S:28]([CH3:31])(=[O:30])=[O:29])[CH2:24]2)[CH:3]=1.[NH3:32], predict the reaction product. The product is: [F:1][C:2]1[CH:7]=[CH:6][C:5]([NH:8][C:9]2[C:10]3[C:17]([CH3:18])=[C:16]([C:19]([NH2:32])=[O:20])[S:15][C:11]=3[N:12]=[CH:13][N:14]=2)=[C:4]([O:22][C@@H:23]2[CH2:27][CH2:26][N:25]([S:28]([CH3:31])(=[O:29])=[O:30])[CH2:24]2)[CH:3]=1. (2) Given the reactants [Br:1][C:2]1[CH:16]=[CH:15][C:5]([O:6][C:7]2[CH:14]=[CH:13][C:10]([CH:11]=[O:12])=[CH:9][N:8]=2)=[CH:4][C:3]=1[CH2:17][OH:18].[O:19]1[CH:24]=[CH:23][CH2:22][CH2:21][CH2:20]1.[C@]12(CS(O)(=O)=O)C(C)(C)C(CC1)CC2=O, predict the reaction product. The product is: [Br:1][C:2]1[CH:16]=[CH:15][C:5]([O:6][C:7]2[CH:14]=[CH:13][C:10]([CH:11]=[O:12])=[CH:9][N:8]=2)=[CH:4][C:3]=1[CH2:17][O:18][CH:20]1[CH2:21][CH2:22][CH2:23][CH2:24][O:19]1.